From a dataset of Catalyst prediction with 721,799 reactions and 888 catalyst types from USPTO. Predict which catalyst facilitates the given reaction. (1) The catalyst class is: 11. Product: [O:10]1[CH2:9][CH:8]1[CH2:7][S:6][S:5][CH2:4][CH:3]1[O:1][CH2:2]1. Reactant: [OH:1][CH2:2][CH:3](Cl)[CH2:4][S:5][S:6][CH2:7][CH:8](Cl)[CH2:9][OH:10].CO.[OH-].[Na+]. (2) Reactant: FC(F)(F)S(O[C:7]1[C:8]([CH3:48])([CH3:47])[C@H:9]2[C@:22]([CH3:25])([CH2:23][CH:24]=1)[C@@H:21]1[C@:12]([CH3:46])([C@@:13]3([CH3:45])[C@H:18]([CH2:19][CH2:20]1)[C@H:17]1[C@H:26]([C:29]([CH3:31])=[CH2:30])[CH2:27][CH2:28][C@:16]1([NH:32][CH2:33][CH2:34][N:35]1[CH2:40][CH2:39][CH:38]([S:41]([CH3:44])(=[O:43])=[O:42])[CH2:37][CH2:36]1)[CH2:15][CH2:14]3)[CH2:11][CH2:10]2)(=O)=O.[F:51][CH2:52][C:53]1([C:68]([O:70][CH2:71][CH3:72])=[O:69])[CH2:58][CH2:57][C:56](B2OC(C)(C)C(C)(C)O2)=[CH:55][CH2:54]1.O.C(=O)([O-])[O-].[Na+].[Na+].O. Product: [F:51][CH2:52][C:53]1([C:68]([O:70][CH2:71][CH3:72])=[O:69])[CH2:58][CH2:57][C:56]([C:7]2[C:8]([CH3:48])([CH3:47])[C@H:9]3[C@:22]([CH3:25])([CH2:23][CH:24]=2)[C@@H:21]2[C@:12]([CH3:46])([C@@:13]4([CH3:45])[C@H:18]([CH2:19][CH2:20]2)[C@H:17]2[C@H:26]([C:29]([CH3:31])=[CH2:30])[CH2:27][CH2:28][C@:16]2([NH:32][CH2:33][CH2:34][N:35]2[CH2:40][CH2:39][CH:38]([S:41]([CH3:44])(=[O:42])=[O:43])[CH2:37][CH2:36]2)[CH2:15][CH2:14]4)[CH2:11][CH2:10]3)=[CH:55][CH2:54]1. The catalyst class is: 77. (3) Reactant: [CH2:1]([C:3]1[CH:12]=[CH:11][CH:10]=[C:9]2[C:4]=1[CH2:5][CH2:6][C:7]([NH2:16])([C:13]([OH:15])=[O:14])[CH2:8]2)[CH3:2].C(N(CC)CC)C.[C:24](=O)([O:40]N1C(=O)CCC1=O)[O:25][CH2:26][CH:27]1[C:39]2[CH:38]=[CH:37][CH:36]=[CH:35][C:34]=2[C:33]2[C:28]1=[CH:29][CH:30]=[CH:31][CH:32]=2. Product: [C:24]([CH:8]1[C:9]2[C:4](=[C:3]([CH2:1][CH3:2])[CH:12]=[CH:11][CH:10]=2)[CH2:5][CH2:6][C:7]1([NH2:16])[C:13]([OH:15])=[O:14])([O:25][CH2:26][CH:27]1[C:28]2[C:33](=[CH:32][CH:31]=[CH:30][CH:29]=2)[C:34]2[C:39]1=[CH:38][CH:37]=[CH:36][CH:35]=2)=[O:40]. The catalyst class is: 47. (4) Reactant: [Cl:1][C:2]1[N:7]=[N:6][C:5]([NH:8][C:9]2[CH:14]=[CH:13][C:12]([I:15])=[CH:11][C:10]=2[F:16])=[C:4]([C:17]([OH:19])=O)[CH:3]=1.C(N1C=CN=C1)([N:22]1C=CN=C1)=O.C([O-])(=O)C.[NH4+].O. Product: [Cl:1][C:2]1[N:7]=[N:6][C:5]([NH:8][C:9]2[CH:14]=[CH:13][C:12]([I:15])=[CH:11][C:10]=2[F:16])=[C:4]([C:17]([NH2:22])=[O:19])[CH:3]=1. The catalyst class is: 9. (5) Reactant: [NH:1]1[C:9]2[C:4](=[CH:5][CH:6]=[C:7]([NH:10][C:11]3[N:16]=[C:15]([N:17]4[CH2:22][CH2:21][CH2:20][CH2:19][CH:18]4[CH2:23][NH:24]C(=O)OC(C)(C)C)[C:14]([F:32])=[CH:13][N:12]=3)[CH:8]=2)[CH:3]=[N:2]1. Product: [NH2:24][CH2:23][CH:18]1[CH2:19][CH2:20][CH2:21][CH2:22][N:17]1[C:15]1[C:14]([F:32])=[CH:13][N:12]=[C:11]([NH:10][C:7]2[CH:8]=[C:9]3[C:4]([CH:3]=[N:2][NH:1]3)=[CH:5][CH:6]=2)[N:16]=1. The catalyst class is: 67. (6) Reactant: Cl.[O:2]1[CH2:7][CH2:6][N:5]([CH2:8][C:9]([OH:11])=O)[CH2:4][CH2:3]1.F[P-](F)(F)(F)(F)F.N1(O[P+](N2CCCC2)(N2CCCC2)N2CCCC2)C2C=CC=CC=2N=N1.[CH3:45][C:46]1[C:50]([CH3:51])=[C:49]([C:52]([NH:54][C:55]2[CH:56]=[C:57]3[CH:63]=[C:62]([C:64]4[CH2:65][CH2:66][NH:67][CH2:68][CH:69]=4)[NH:61][C:58]3=[N:59][CH:60]=2)=[O:53])[NH:48][N:47]=1.C(N(CC)C(C)C)(C)C. Product: [CH3:45][C:46]1[C:50]([CH3:51])=[C:49]([C:52]([NH:54][C:55]2[CH:56]=[C:57]3[CH:63]=[C:62]([C:64]4[CH2:65][CH2:66][N:67]([C:9](=[O:11])[CH2:8][N:5]5[CH2:4][CH2:3][O:2][CH2:7][CH2:6]5)[CH2:68][CH:69]=4)[NH:61][C:58]3=[N:59][CH:60]=2)=[O:53])[NH:48][N:47]=1. The catalyst class is: 44. (7) Reactant: [OH:1][CH:2]1[CH:10](O)[CH2:9][CH:8]2[CH:4]([C:5](=[O:33])[N:6]([CH2:13][CH:14]([OH:32])[CH2:15][N:16]3[CH2:21][CH2:20][N:19]([C:22]4[CH:27]=[CH:26][CH:25]=[CH:24][C:23]=4[O:28][CH:29]([CH3:31])[CH3:30])[CH2:18][CH2:17]3)[C:7]2=[O:12])[CH2:3]1.C(N(S(F)(F)[F:40])CC)C. Product: [F:40][CH:10]1[CH:2]([OH:1])[CH2:3][CH:4]2[CH:8]([C:7](=[O:12])[N:6]([CH2:13][CH:14]([OH:32])[CH2:15][N:16]3[CH2:21][CH2:20][N:19]([C:22]4[CH:27]=[CH:26][CH:25]=[CH:24][C:23]=4[O:28][CH:29]([CH3:31])[CH3:30])[CH2:18][CH2:17]3)[C:5]2=[O:33])[CH2:9]1. The catalyst class is: 4. (8) Reactant: C[I:2].[NH2:3][C@H:4]([C:9]([OH:11])=[O:10])[CH2:5][CH2:6][S:7][CH3:8]. Product: [I-:2].[CH3:6][SH2+:7].[NH2:3][C@H:4]([C:9]([OH:11])=[O:10])[CH2:5][CH2:6][S:7][CH3:8]. The catalyst class is: 6.